Dataset: Forward reaction prediction with 1.9M reactions from USPTO patents (1976-2016). Task: Predict the product of the given reaction. Given the reactants [F:1][CH:2]([F:25])[O:3][C:4]1[CH:24]=[CH:23][C:7]2[NH:8][C:9]([S:11][CH2:12][C:13]3[C:18]([O:19][CH3:20])=[C:17]([O:21][CH3:22])[CH:16]=[CH:15][N:14]=3)=[N:10][C:6]=2[CH:5]=1.N1C2C=CC=CC=2NC=1.[O-]Cl.[Na+].[OH-].[Na+].S(S([O-])=O)([O-])(=O)=[O:41].[Na+].[Na+], predict the reaction product. The product is: [CH3:22][O:21][C:17]1[CH:16]=[CH:15][N:14]=[C:13]([CH2:12][S+:11]([O-:41])[C:9]2[NH:8][C:7]3[CH:23]=[CH:24][C:4]([O:3][CH:2]([F:1])[F:25])=[CH:5][C:6]=3[N:10]=2)[C:18]=1[O:19][CH3:20].